From a dataset of Full USPTO retrosynthesis dataset with 1.9M reactions from patents (1976-2016). Predict the reactants needed to synthesize the given product. Given the product [I:15][C:6]1[C:5]([OH:8])=[CH:4][CH:3]=[C:2]([CH3:1])[N:7]=1, predict the reactants needed to synthesize it. The reactants are: [CH3:1][C:2]1[N:7]=[CH:6][C:5]([OH:8])=[CH:4][CH:3]=1.C([O-])([O-])=O.[Na+].[Na+].[I:15]I.